Dataset: Catalyst prediction with 721,799 reactions and 888 catalyst types from USPTO. Task: Predict which catalyst facilitates the given reaction. (1) Reactant: C([O-])([O-])=O.[K+].[K+].C(N(CC)C(C)C)(C)C.[C:16]([O:20][C:21](=[O:27])[NH:22][CH2:23][CH2:24][CH2:25]Br)([CH3:19])([CH3:18])[CH3:17].[C:28]([C:30]1[CH:60]=[CH:59][C:33]([O:34][C:35]2[N:49]=[C:48]([O:50][C:51]3[CH:56]=[CH:55][C:54]([C:57]#[N:58])=[CH:53][CH:52]=3)[CH:47]=[CH:46][C:36]=2[C:37]([NH:39][CH:40]2[CH2:45][CH2:44][NH:43][CH2:42][CH2:41]2)=[O:38])=[CH:32][CH:31]=1)#[N:29]. Product: [C:16]([O:20][C:21](=[O:27])[NH:22][CH2:23][CH2:24][CH2:25][N:43]1[CH2:44][CH2:45][CH:40]([NH:39][C:37]([C:36]2[C:35]([O:34][C:33]3[CH:32]=[CH:31][C:30]([C:28]#[N:29])=[CH:60][CH:59]=3)=[N:49][C:48]([O:50][C:51]3[CH:56]=[CH:55][C:54]([C:57]#[N:58])=[CH:53][CH:52]=3)=[CH:47][CH:46]=2)=[O:38])[CH2:41][CH2:42]1)([CH3:19])([CH3:18])[CH3:17]. The catalyst class is: 3. (2) Reactant: [Br:1][C:2]1[CH:3]=[N:4][N:5]([CH2:7][CH2:8]Cl)[CH:6]=1.C(=O)([O-])[O-].[Cs+].[Cs+].[CH3:16][NH:17][CH2:18][C:19]1[CH:24]=[CH:23][CH:22]=[CH:21][CH:20]=1. Product: [Br:1][C:2]1[CH:3]=[N:4][N:5]([CH2:7][CH2:8][N:17]([CH3:16])[CH2:18][C:19]2[CH:24]=[CH:23][CH:22]=[CH:21][CH:20]=2)[CH:6]=1. The catalyst class is: 9. (3) Reactant: [C:1]([O:5][C:6]([O:8][NH:9][C:10](=[O:16])[O:11][C:12]([CH3:15])([CH3:14])[CH3:13])=[O:7])([CH3:4])([CH3:3])[CH3:2].[H-].[Na+].Br[C:20]1([C:33]2[CH:38]=[CH:37][CH:36]=[CH:35][CH:34]=2)[C:24](=[O:25])[N:23]([CH3:26])[N:22]=[C:21]1[C:27]1[CH:32]=[CH:31][CH:30]=[CH:29][CH:28]=1. Product: [C:12]([O:11][C:10]([N:9]([O:8][C:6]([O:5][C:1]([CH3:4])([CH3:3])[CH3:2])=[O:7])[C:20]1([C:33]2[CH:38]=[CH:37][CH:36]=[CH:35][CH:34]=2)[C:24](=[O:25])[N:23]([CH3:26])[N:22]=[C:21]1[C:27]1[CH:32]=[CH:31][CH:30]=[CH:29][CH:28]=1)=[O:16])([CH3:15])([CH3:14])[CH3:13]. The catalyst class is: 9. (4) Reactant: [H-].[Al+3].[Li+].[H-].[H-].[H-].C[O:8][C:9]([C:11]1([CH2:17][NH:18][C:19]([C:21]2[C:22]([Cl:30])=[C:23]3[C:27](=[CH:28][CH:29]=2)[NH:26][CH:25]=[CH:24]3)=[O:20])[CH2:16][CH2:15][CH2:14][CH2:13][CH2:12]1)=O. Product: [OH:8][CH2:9][C:11]1([CH2:17][NH:18][C:19]([C:21]2[C:22]([Cl:30])=[C:23]3[C:27](=[CH:28][CH:29]=2)[NH:26][CH:25]=[CH:24]3)=[O:20])[CH2:12][CH2:13][CH2:14][CH2:15][CH2:16]1. The catalyst class is: 1. (5) Reactant: [CH3:1][C:2]1[O:3][C:4]2[CH:10]=[CH:9][C:8]([C:11]3[CH:16]=[CH:15][CH:14]=[CH:13][CH:12]=3)=[CH:7][C:5]=2[N:6]=1.[Br:17]N1C(=O)CCC1=O.CC(N=NC(C#N)(C)C)(C#N)C. Product: [Br:17][CH2:1][C:2]1[O:3][C:4]2[CH:10]=[CH:9][C:8]([C:11]3[CH:12]=[CH:13][CH:14]=[CH:15][CH:16]=3)=[CH:7][C:5]=2[N:6]=1. The catalyst class is: 53. (6) Reactant: C([N:3]([CH2:6][CH3:7])[CH2:4]C)C.C1(P(N=[N+]=[N-])(C2C=CC=CC=2)=[O:15])C=CC=CC=1.[Cl:25][C:26]1[S:30]C(C(O)=O)=C[CH:27]=1.[C:34]([OH:38])([CH3:37])([CH3:36])[CH3:35]. Product: [Cl:25][C:26]1[S:30][C:6]([NH:3][C:4](=[O:15])[O:38][C:34]([CH3:37])([CH3:36])[CH3:35])=[CH:7][CH:27]=1. The catalyst class is: 11. (7) Reactant: Cl[C:2]([O:4][CH:5]([Cl:7])[CH3:6])=[O:3].[C:8]([O:11][C:12]1[CH:29]=[CH:28][CH:27]=[CH:26][C:13]=1[C:14]([O:16][CH2:17][C:18]1[CH:23]=[CH:22][CH:21]=[C:20]([CH2:24][OH:25])[CH:19]=1)=[O:15])(=[O:10])[CH3:9].N1C=CC=CC=1. Product: [C:8]([O:11][C:12]1[CH:29]=[CH:28][CH:27]=[CH:26][C:13]=1[C:14]([O:16][CH2:17][C:18]1[CH:23]=[CH:22][CH:21]=[C:20]([CH2:24][O:25][C:2]([O:4][CH:5]([Cl:7])[CH3:6])=[O:3])[CH:19]=1)=[O:15])(=[O:10])[CH3:9]. The catalyst class is: 4. (8) Reactant: Cl.[Si]([O:9][CH:10]([C:33]1[CH:38]=[CH:37][C:36]([F:39])=[CH:35][CH:34]=1)[CH2:11][CH2:12][CH:13]1[C:16](=[O:17])[N:15]([C:18]2[CH:23]=[CH:22][C:21]([F:24])=[CH:20][CH:19]=2)[CH:14]1[C:25]1[CH:26]=[C:27]([CH:30]=[CH:31][CH:32]=1)[C:28]#[N:29])(C(C)(C)C)(C)C.C(=O)(O)[O-].[Na+]. Product: [F:24][C:21]1[CH:22]=[CH:23][C:18]([N:15]2[C:16](=[O:17])[CH:13]([CH2:12][CH2:11][CH:10]([C:33]3[CH:38]=[CH:37][C:36]([F:39])=[CH:35][CH:34]=3)[OH:9])[CH:14]2[C:25]2[CH:26]=[C:27]([CH:30]=[CH:31][CH:32]=2)[C:28]#[N:29])=[CH:19][CH:20]=1. The catalyst class is: 5. (9) Reactant: [Br:1][C:2]1[CH:3]=[CH:4][C:5]2[O:6][CH2:7][C:8](=O)[NH:9][C:10]=2[N:11]=1. Product: [Br:1][C:2]1[CH:3]=[CH:4][C:5]2[O:6][CH2:7][CH2:8][NH:9][C:10]=2[N:11]=1. The catalyst class is: 266.